Dataset: Full USPTO retrosynthesis dataset with 1.9M reactions from patents (1976-2016). Task: Predict the reactants needed to synthesize the given product. (1) Given the product [Cl:1][C:2]1[CH:3]=[C:4]([N:12]2[CH2:17][CH2:16][N:15]([CH:18]([CH3:20])[CH3:19])[CH2:14][CH2:13]2)[CH:5]=[C:6]([C:8]([F:10])([F:11])[F:9])[CH:7]=1, predict the reactants needed to synthesize it. The reactants are: [Cl:1][C:2]1[CH:3]=[C:4]([N:12]2[CH2:17][CH2:16][NH:15][CH2:14][CH2:13]2)[CH:5]=[C:6]([C:8]([F:11])([F:10])[F:9])[CH:7]=1.[CH:18](Br)([CH3:20])[CH3:19]. (2) Given the product [NH2:2][C:1]1([C@@H:3]2[CH2:7][CH2:6][N:5]([CH2:8][C:9]3[CH:14]=[CH:13][CH:12]=[CH:11][CH:10]=3)[CH2:4]2)[CH2:16][CH2:15]1, predict the reactants needed to synthesize it. The reactants are: [C:1]([C@@H:3]1[CH2:7][CH2:6][N:5]([CH2:8][C:9]2[CH:14]=[CH:13][CH:12]=[CH:11][CH:10]=2)[CH2:4]1)#[N:2].[CH2:15]([Mg]Br)[CH3:16].FB(F)F.[OH-].[Na+].